From a dataset of Catalyst prediction with 721,799 reactions and 888 catalyst types from USPTO. Predict which catalyst facilitates the given reaction. (1) Product: [CH3:18][C:7]1[C:6]([CH2:4][OH:3])=[CH:15][C:14]2[C:9](=[CH:10][C:11]([CH3:17])=[CH:12][C:13]=2[CH3:16])[N:8]=1. Reactant: C([O:3][C:4]([C:6]1[C:7]([CH3:18])=[N:8][C:9]2[C:14]([CH:15]=1)=[C:13]([CH3:16])[CH:12]=[C:11]([CH3:17])[CH:10]=2)=O)C.C1(C)C=CC=CC=1.CO.[K].C(C(C(C([O-])=O)O)O)([O-])=O.[Na+].[Na+]. The catalyst class is: 2. (2) Reactant: [N+:1]([C:4]1[CH:16]=[CH:15][CH:14]=[CH:13][C:5]=1[CH2:6][NH:7][CH:8]([CH2:11][CH3:12])[CH2:9][OH:10])([O-:3])=[O:2].C(N(CC)CC)C.Cl[C:25](Cl)([O:27]C(=O)OC(Cl)(Cl)Cl)Cl. Product: [CH2:11]([CH:8]1[CH2:9][O:10][C:25](=[O:27])[N:7]1[CH2:6][C:5]1[CH:13]=[CH:14][CH:15]=[CH:16][C:4]=1[N+:1]([O-:3])=[O:2])[CH3:12]. The catalyst class is: 22. (3) Reactant: Cl.O1CCOCC1.C(OC([N:15]1[C:24]2[C:19](=[CH:20][CH:21]=[C:22]([N:25]3[CH2:29][CH2:28][N:27]([C:30]4[CH:31]=[N:32][CH:33]=[CH:34][C:35]=4[CH3:36])[C:26]3=[O:37])[CH:23]=2)[CH2:18][CH2:17][C:16]1=[O:38])=O)(C)(C)C.C(OC(=O)C)C. Product: [CH3:36][C:35]1[CH:34]=[CH:33][N:32]=[CH:31][C:30]=1[N:27]1[CH2:28][CH2:29][N:25]([C:22]2[CH:23]=[C:24]3[C:19]([CH2:18][CH2:17][C:16](=[O:38])[NH:15]3)=[CH:20][CH:21]=2)[C:26]1=[O:37]. The catalyst class is: 81. (4) Reactant: [CH3:13][C:12]([O:11][C:9](O[C:9]([O:11][C:12]([CH3:15])([CH3:14])[CH3:13])=[O:10])=[O:10])([CH3:15])[CH3:14].[O:16]1[CH2:20][CH2:19][O:18][CH:17]1[CH2:21][C:22]1([CH2:31][NH2:32])[C:30]2[C:25](=[CH:26][CH:27]=[CH:28][CH:29]=2)[CH2:24][CH2:23]1.C(N(CC)CC)C. Product: [C:12]([O:11][C:9](=[O:10])[NH:32][CH2:31][C:22]1([CH2:21][CH:17]2[O:16][CH2:20][CH2:19][O:18]2)[C:30]2[C:25](=[CH:26][CH:27]=[CH:28][CH:29]=2)[CH2:24][CH2:23]1)([CH3:13])([CH3:14])[CH3:15]. The catalyst class is: 1. (5) Reactant: [Cl:1][C:2]1[CH:7]=[CH:6][N:5]=[C:4]([C@@H:8]([NH:12][S@](C(C)(C)C)=O)[CH2:9][CH:10]=[CH2:11])[CH:3]=1.Cl.CCN(CC)CC.[CH3:27][C:28]([O:31][C:32](O[C:32]([O:31][C:28]([CH3:30])([CH3:29])[CH3:27])=[O:33])=[O:33])([CH3:30])[CH3:29]. Product: [Cl:1][C:2]1[CH:7]=[CH:6][N:5]=[C:4]([C@@H:8]([NH:12][C:32](=[O:33])[O:31][C:28]([CH3:30])([CH3:29])[CH3:27])[CH2:9][CH:10]=[CH2:11])[CH:3]=1. The catalyst class is: 100.